This data is from Reaction yield outcomes from USPTO patents with 853,638 reactions. The task is: Predict the reaction yield, written as a fraction of the theoretical maximum amount of product (1.0 means a 100% yield; for example, 0.34 means a 34% yield). (1) The reactants are N[C:2]1[CH:3]=[C:4]2[C:8](=[CH:9][CH:10]=1)[C:7](=[O:11])[NH:6][C:5]2=[O:12].N([O-])=O.[Na+].[I-:17].[Na+]. The catalyst is Cl.O. The product is [I:17][C:2]1[CH:3]=[C:4]2[C:8](=[CH:9][CH:10]=1)[C:7](=[O:11])[NH:6][C:5]2=[O:12]. The yield is 0.480. (2) The reactants are CS(Cl)(=O)=O.[CH2:6]([S:8]([C:11]1[CH:12]=[C:13]([C:17]2[CH:25]=[C:24]([CH2:26]O)[CH:23]=[C:22]3[C:18]=2[C:19]2[CH:31]=[C:30]([CH3:32])[CH:29]=[N:28][C:20]=2[NH:21]3)[CH:14]=[CH:15][CH:16]=1)(=[O:10])=[O:9])[CH3:7].[CH:33]([N:36](C(C)C)[CH2:37]C)(C)C.CNC. The catalyst is C1COCC1. The product is [CH2:6]([S:8]([C:11]1[CH:12]=[C:13]([C:17]2[CH:25]=[C:24]([CH2:26][N:36]([CH3:37])[CH3:33])[CH:23]=[C:22]3[C:18]=2[C:19]2[CH:31]=[C:30]([CH3:32])[CH:29]=[N:28][C:20]=2[NH:21]3)[CH:14]=[CH:15][CH:16]=1)(=[O:10])=[O:9])[CH3:7]. The yield is 0.650. (3) The reactants are [Br:1][CH:2]([C:6]1[CH:11]=[CH:10][CH:9]=[CH:8][CH:7]=1)[C:3]([OH:5])=[O:4].[C:12]1([C@@H:18](O)[CH3:19])[CH:17]=[CH:16][CH:15]=[CH:14][CH:13]=1.CCN=C=NCCCN(C)C. The catalyst is CN(C1C=CN=CC=1)C.ClCCl.C(OCC)(=O)C. The product is [Br:1][CH:2]([C:6]1[CH:11]=[CH:10][CH:9]=[CH:8][CH:7]=1)[C:3]([O:5][C@H:18]([C:12]1[CH:17]=[CH:16][CH:15]=[CH:14][CH:13]=1)[CH3:19])=[O:4]. The yield is 0.730.